Predict the reactants needed to synthesize the given product. From a dataset of Full USPTO retrosynthesis dataset with 1.9M reactions from patents (1976-2016). (1) Given the product [CH2:22]([NH:21][C:20]1[C:15]2[N:16]([C:12]([C:9]3[CH:8]=[CH:7][C:6]([CH:2]=[O:1])=[CH:11][CH:10]=3)=[CH:13][N:14]=2)[N:17]=[C:18]([C:26]2[CH:27]=[CH:28][N:29]=[CH:30][CH:31]=2)[CH:19]=1)[CH:23]([CH3:25])[CH3:24], predict the reactants needed to synthesize it. The reactants are: [O:1]1CCO[CH:2]1[C:6]1[CH:11]=[CH:10][C:9]([C:12]2[N:16]3[N:17]=[C:18]([C:26]4[CH:31]=[CH:30][N:29]=[CH:28][CH:27]=4)[CH:19]=[C:20]([NH:21][CH2:22][CH:23]([CH3:25])[CH3:24])[C:15]3=[N:14][CH:13]=2)=[CH:8][CH:7]=1.Cl.C(=O)([O-])O. (2) Given the product [C:18]([O:22][C:23]([N:25]1[CH2:29][C@H:28]([F:30])[CH2:27][C@H:26]1[CH2:31][NH:6][C:5]1[CH:7]=[CH:8][C:2]([Br:1])=[CH:3][C:4]=1[O:9][C:10]1[CH:15]=[CH:14][C:13]([O:16][CH3:17])=[CH:12][CH:11]=1)=[O:24])([CH3:21])([CH3:19])[CH3:20], predict the reactants needed to synthesize it. The reactants are: [Br:1][C:2]1[CH:8]=[CH:7][C:5]([NH2:6])=[C:4]([O:9][C:10]2[CH:15]=[CH:14][C:13]([O:16][CH3:17])=[CH:12][CH:11]=2)[CH:3]=1.[C:18]([O:22][C:23]([N:25]1[CH2:29][C@H:28]([F:30])[CH2:27][C@H:26]1[CH:31]=O)=[O:24])([CH3:21])([CH3:20])[CH3:19].[BH-](OC(C)=O)(OC(C)=O)OC(C)=O.[Na+].[NH4+].[Cl-].